This data is from Full USPTO retrosynthesis dataset with 1.9M reactions from patents (1976-2016). The task is: Predict the reactants needed to synthesize the given product. Given the product [CH2:24]([CH:26]([CH2:29][CH2:30][CH2:31][CH3:32])[CH2:27][O:8][C:9]1[CH:10]=[C:11]([N:15]2[C:16]([CH3:23])=[CH:17][C:18](=[O:22])[CH:19]=[C:20]2[CH3:21])[CH:12]=[CH:13][CH:14]=1)[CH3:25], predict the reactants needed to synthesize it. The reactants are: C(=O)([O-])[O-].[K+].[K+].Cl.[OH:8][C:9]1[CH:10]=[C:11]([N:15]2[C:20]([CH3:21])=[CH:19][C:18](=[O:22])[CH:17]=[C:16]2[CH3:23])[CH:12]=[CH:13][CH:14]=1.[CH2:24]([CH:26]([CH2:29][CH2:30][CH2:31][CH3:32])[CH2:27]Br)[CH3:25].[I-].[K+].